Dataset: Catalyst prediction with 721,799 reactions and 888 catalyst types from USPTO. Task: Predict which catalyst facilitates the given reaction. (1) Reactant: C([N:8]1[CH2:17][CH2:16][C:15]2[C:14]([NH:18][C:19]3[CH:24]=[CH:23][C:22]([C:25]([F:28])([F:27])[F:26])=[CH:21][CH:20]=3)=[N:13][CH:12]=[N:11][C:10]=2[CH2:9]1)C1C=CC=CC=1. Product: [F:28][C:25]([F:26])([F:27])[C:22]1[CH:21]=[CH:20][C:19]([NH:18][C:14]2[C:15]3[CH2:16][CH2:17][NH:8][CH2:9][C:10]=3[N:11]=[CH:12][N:13]=2)=[CH:24][CH:23]=1. The catalyst class is: 293. (2) Reactant: C(N(C(C)C)CC)(C)C.C(OC([NH:17][CH2:18][C:19](O)=[O:20])=O)(C)(C)C.[NH2:22][C:23]1[CH:24]=[C:25]([C:29]2[N:34]=[C:33]([C:35]3[CH:40]=[CH:39][CH:38]=[C:37]([CH2:41][OH:42])[CH:36]=3)[CH:32]=[C:31]([N:43]3[CH2:48][CH2:47][O:46][CH2:45][CH2:44]3)[N:30]=2)[CH:26]=[CH:27][CH:28]=1. Product: [NH2:17][CH2:18][C:19]([NH:22][C:23]1[CH:24]=[C:25]([C:29]2[N:34]=[C:33]([C:35]3[CH:40]=[CH:39][CH:38]=[C:37]([CH2:41][OH:42])[CH:36]=3)[CH:32]=[C:31]([N:43]3[CH2:44][CH2:45][O:46][CH2:47][CH2:48]3)[N:30]=2)[CH:26]=[CH:27][CH:28]=1)=[O:20]. The catalyst class is: 3. (3) Reactant: [CH3:1][O:2][C:3]1[CH:8]=[CH:7][C:6](B(O)O)=[CH:5][CH:4]=1.C([O-])([O-])=O.[Na+].[Na+].I[C:19]1[CH:20]=[CH:21][C:22](C)=[C:23](O)[CH:24]=1.COCCOC. Product: [CH3:1][O:2][C:3]1[CH:8]=[CH:7][C:6]([C:19]2[CH:20]=[CH:21][CH:22]=[CH:23][CH:24]=2)=[CH:5][CH:4]=1. The catalyst class is: 518.